The task is: Predict the reaction yield, written as a fraction of the theoretical maximum amount of product (1.0 means a 100% yield; for example, 0.34 means a 34% yield).. This data is from Reaction yield outcomes from USPTO patents with 853,638 reactions. (1) The reactants are [Cl:1][C:2]1[CH:7]=[CH:6][N:5]=[C:4]2[CH:8]=[C:9]([C:11]3[N:12]=[C:13]([CH:18]=O)[N:14]([CH2:16][CH3:17])[CH:15]=3)[S:10][C:3]=12.[CH3:20][NH:21][CH3:22].C([BH3-])#N.[Na+]. The catalyst is CO.C(O)(=O)C. The product is [Cl:1][C:2]1[CH:7]=[CH:6][N:5]=[C:4]2[CH:8]=[C:9]([C:11]3[N:12]=[C:13]([CH2:18][N:21]([CH3:22])[CH3:20])[N:14]([CH2:16][CH3:17])[CH:15]=3)[S:10][C:3]=12. The yield is 0.340. (2) The reactants are [CH2:1]([OH:3])[CH3:2].[OH-].[K+].Cl[C:7]1[C:12]([C:13]([F:16])([F:15])[F:14])=[CH:11][C:10]([N+:17]([O-:19])=[O:18])=[CH:9][C:8]=1[C:20]([F:23])([F:22])[F:21]. The catalyst is CS(C)=O. The product is [CH2:1]([O:3][C:7]1[C:8]([C:20]([F:21])([F:22])[F:23])=[CH:9][C:10]([N+:17]([O-:19])=[O:18])=[CH:11][C:12]=1[C:13]([F:14])([F:15])[F:16])[CH3:2]. The yield is 0.930. (3) The reactants are [CH3:1][O:2][C:3](=[O:15])[C:4]1[CH:13]=[C:12]([I:14])[CH:11]=[C:6]([C:7]([O:9]C)=[O:8])[CH:5]=1.[OH-].[Li+].Cl. The catalyst is CO.CC(C)=O. The product is [CH3:1][O:2][C:3](=[O:15])[C:4]1[CH:13]=[C:12]([I:14])[CH:11]=[C:6]([C:7]([OH:9])=[O:8])[CH:5]=1. The yield is 0.800. (4) The reactants are [ClH:1].Cl.[Br:3][C:4]1[CH:5]=[C:6]([O:22][C:23]2[CH:28]=[CH:27][CH:26]=[CH:25][CH:24]=2)[C:7]([NH:10][C:11]2[S:12][CH:13]=[C:14]([CH:16]3[CH2:21][CH2:20][NH:19][CH2:18][CH2:17]3)[N:15]=2)=[N:8][CH:9]=1.C=O.[BH-](OC(C)=O)(OC(C)=O)O[C:33](C)=O.[Na+].C([O-])(O)=O.[Na+].Cl. The catalyst is C(Cl)CCl. The product is [ClH:1].[ClH:1].[Br:3][C:4]1[CH:5]=[C:6]([O:22][C:23]2[CH:28]=[CH:27][CH:26]=[CH:25][CH:24]=2)[C:7]([NH:10][C:11]2[S:12][CH:13]=[C:14]([CH:16]3[CH2:21][CH2:20][N:19]([CH3:33])[CH2:18][CH2:17]3)[N:15]=2)=[N:8][CH:9]=1. The yield is 0.623. (5) The reactants are [F:1][C:2]1[CH:7]=[CH:6][C:5]([S:8]([C:11]2[CH:12]=[CH:13][C:14]([CH2:21][CH2:22][CH3:23])=[C:15]([S:17](Cl)(=[O:19])=[O:18])[CH:16]=2)(=[O:10])=[O:9])=[CH:4][CH:3]=1.[N:24]1([CH2:29][CH2:30][CH2:31][NH2:32])[CH:28]=[CH:27][N:26]=[CH:25]1. No catalyst specified. The product is [F:1][C:2]1[CH:7]=[CH:6][C:5]([S:8]([C:11]2[CH:12]=[CH:13][C:14]([CH2:21][CH2:22][CH3:23])=[C:15]([S:17]([NH:32][CH2:31][CH2:30][CH2:29][N:24]3[CH:28]=[CH:27][N:26]=[CH:25]3)(=[O:19])=[O:18])[CH:16]=2)(=[O:10])=[O:9])=[CH:4][CH:3]=1. The yield is 0.250. (6) The reactants are Cl[C:2]1[CH:3]=[CH:4][C:5]2[O:14][CH2:13][CH2:12][C:11]3[CH:10]=[C:9]([C:15]4[N:16]([C:20]5[CH:25]=[CH:24][C:23]([F:26])=[CH:22][C:21]=5[F:27])[N:17]=[CH:18][N:19]=4)[S:8][C:7]=3[C:6]=2[N:28]=1.[NH2:29][CH:30]1[CH2:33][N:32]([C:34]([O:36][C:37]([CH3:40])([CH3:39])[CH3:38])=[O:35])[CH2:31]1.CC(C1C=C(C(C)C)C(C2C=CC=CC=2P(C2CCCCC2)C2CCCCC2)=C(C(C)C)C=1)C.C(O[Na])(C)(C)C. The catalyst is CC([O-])=O.CC([O-])=O.[Pd+2].O1CCOCC1. The product is [C:37]([O:36][C:34]([N:32]1[CH2:33][CH:30]([NH:29][C:2]2[CH:3]=[CH:4][C:5]3[O:14][CH2:13][CH2:12][C:11]4[CH:10]=[C:9]([C:15]5[N:16]([C:20]6[CH:25]=[CH:24][C:23]([F:26])=[CH:22][C:21]=6[F:27])[N:17]=[CH:18][N:19]=5)[S:8][C:7]=4[C:6]=3[N:28]=2)[CH2:31]1)=[O:35])([CH3:40])([CH3:38])[CH3:39]. The yield is 0.640.